This data is from Catalyst prediction with 721,799 reactions and 888 catalyst types from USPTO. The task is: Predict which catalyst facilitates the given reaction. (1) Reactant: [F:1][C:2]1[CH:7]=[C:6]([F:8])[CH:5]=[CH:4][C:3]=1[N:9]1[N:17]=[C:16]([C:18]#[N:19])[C:15]2[CH:14]3[CH2:20][CH:11]([CH2:12][CH2:13]3)[C:10]1=2.[CH3:21][OH:22]. Product: [F:1][C:2]1[CH:7]=[C:6]([F:8])[CH:5]=[CH:4][C:3]=1[N:9]1[C:10]2[CH:11]3[CH2:20][CH:14]([CH2:13][CH2:12]3)[C:15]=2[C:16]([C:18]([O:22][CH3:21])=[NH:19])=[N:17]1. The catalyst class is: 27. (2) Reactant: [NH:1]([C:6]([O:8][CH2:9][CH:10]1[C:22]2[C:17](=[CH:18][CH:19]=[CH:20][CH:21]=2)[C:16]2[C:11]1=[CH:12][CH:13]=[CH:14][CH:15]=2)=[O:7])[CH2:2][C:3]([OH:5])=[O:4].N(C(OCC=C)=O)CC(O)=O.N1CCCCC1.CN(C(ON1N=NC2C=CC=CC1=2)=[N+](C)C)C.[B-](F)(F)(F)F.NC(C1C(OC)=C(C=C([N+]([O-])=O)C=1)OCCCC(O)=O)C.NCC(O)=O. Product: [C:6]([NH:1][CH2:2][C:3]([OH:5])=[O:4])([O:8][CH2:9][CH:10]1[C:11]2[C:16](=[CH:15][CH:14]=[CH:13][CH:12]=2)[C:17]2[C:22]1=[CH:21][CH:20]=[CH:19][CH:18]=2)=[O:7]. The catalyst class is: 3. (3) Reactant: [CH3:1][C:2]1[CH:3]=[CH:4][C:5]([NH2:8])=[N:6][CH:7]=1.[C:9]([O:12][C@@H:13]([CH2:17][CH2:18][O:19][CH3:20])[C:14](O)=[O:15])(=[O:11])[CH3:10].O.[Cl-].COC1N=C(OC)N=C([N+]2(C)CCOCC2)N=1. Product: [C:9]([O:12][C@@H:13]([CH2:17][CH2:18][O:19][CH3:20])[C:14]([NH:8][C:5]1[CH:4]=[CH:3][C:2]([CH3:1])=[CH:7][N:6]=1)=[O:15])(=[O:11])[CH3:10]. The catalyst class is: 1. (4) Reactant: B(Br)(Br)Br.[CH3:5][O:6][C:7]1[CH:12]=[CH:11][C:10]([C:13]([C:15]2[S:16][CH:17]=[CH:18][C:19]=2[O:20]C)=[O:14])=[CH:9][CH:8]=1.ClCCl.[OH-].[Na+]. Product: [OH:20][C:19]1[CH:18]=[CH:17][S:16][C:15]=1[C:13]([C:10]1[CH:11]=[CH:12][C:7]([O:6][CH3:5])=[CH:8][CH:9]=1)=[O:14]. The catalyst class is: 72.